This data is from NCI-60 drug combinations with 297,098 pairs across 59 cell lines. The task is: Regression. Given two drug SMILES strings and cell line genomic features, predict the synergy score measuring deviation from expected non-interaction effect. (1) Drug 1: C1=CC(=CC=C1CCC2=CNC3=C2C(=O)NC(=N3)N)C(=O)NC(CCC(=O)O)C(=O)O. Drug 2: CN(C)N=NC1=C(NC=N1)C(=O)N. Cell line: A549. Synergy scores: CSS=37.0, Synergy_ZIP=-0.163, Synergy_Bliss=-0.847, Synergy_Loewe=-51.9, Synergy_HSA=-0.922. (2) Drug 1: CCC1=C2CN3C(=CC4=C(C3=O)COC(=O)C4(CC)O)C2=NC5=C1C=C(C=C5)O. Drug 2: CC1C(C(CC(O1)OC2CC(CC3=C2C(=C4C(=C3O)C(=O)C5=C(C4=O)C(=CC=C5)OC)O)(C(=O)CO)O)N)O.Cl. Cell line: M14. Synergy scores: CSS=47.3, Synergy_ZIP=-4.56, Synergy_Bliss=-2.39, Synergy_Loewe=-5.93, Synergy_HSA=1.18.